This data is from Peptide-MHC class II binding affinity with 134,281 pairs from IEDB. The task is: Regression. Given a peptide amino acid sequence and an MHC pseudo amino acid sequence, predict their binding affinity value. This is MHC class II binding data. (1) The peptide sequence is INISGYNLSLSAAVK. The MHC is DRB3_0101 with pseudo-sequence DRB3_0101. The binding affinity (normalized) is 0.507. (2) The peptide sequence is MTLYQIQVMKRNQKQ. The binding affinity (normalized) is 0. The MHC is DRB1_0701 with pseudo-sequence DRB1_0701. (3) The peptide sequence is AALHPFALLLVLAGWK. The MHC is HLA-DQA10201-DQB10303 with pseudo-sequence HLA-DQA10201-DQB10303. The binding affinity (normalized) is 0. (4) The peptide sequence is LNEDLRSWTAADTAY. The MHC is HLA-DQA10101-DQB10501 with pseudo-sequence HLA-DQA10101-DQB10501. The binding affinity (normalized) is 0.396. (5) The peptide sequence is YDKFLAKVSTVLTGK. The MHC is DRB1_1001 with pseudo-sequence DRB1_1001. The binding affinity (normalized) is 0.709. (6) The peptide sequence is TDGSRGYRLQRNIEN. The MHC is DRB1_0101 with pseudo-sequence DRB1_0101. The binding affinity (normalized) is 0.865. (7) The peptide sequence is CDGERPTLAFLQDVM. The MHC is HLA-DQA10501-DQB10201 with pseudo-sequence HLA-DQA10501-DQB10201. The binding affinity (normalized) is 0.530.